This data is from Catalyst prediction with 721,799 reactions and 888 catalyst types from USPTO. The task is: Predict which catalyst facilitates the given reaction. (1) Reactant: [Cl:1][C:2]1[CH:3]=[C:4]([CH:8]=[CH:9][C:10]=1[OH:11])[C:5](Cl)=[O:6].[O:12]1[C:17]2[CH:18]=[CH:19][CH:20]=[CH:21][C:16]=2[NH:15][CH2:14][CH2:13]1.C(O)C. Product: [Cl:1][C:2]1[CH:3]=[C:4]([C:5]([N:15]2[C:16]3[CH:21]=[CH:20][CH:19]=[CH:18][C:17]=3[O:12][CH2:13][CH2:14]2)=[O:6])[CH:8]=[CH:9][C:10]=1[OH:11]. The catalyst class is: 843. (2) Reactant: Cl[C:2]1[CH:3]=[C:4]([CH:18]([F:20])[F:19])[C:5]([N:8]2[CH2:13][CH2:12][CH:11]([C:14]([OH:17])([CH3:16])[CH3:15])[CH2:10][CH2:9]2)=[N:6][CH:7]=1.[B:21]1(B2OC(C)(C)C(C)(C)O2)[O:25]C(C)(C)C(C)(C)[O:22]1.C([O-])(=O)C.[K+].COC1C=CC=C(OC)C=1C1C=CC=CC=1P(C1CCCCC1)C1CCCCC1. Product: [F:19][CH:18]([F:20])[C:4]1[CH:3]=[C:2]([B:21]([OH:25])[OH:22])[CH:7]=[N:6][C:5]=1[N:8]1[CH2:13][CH2:12][CH:11]([C:14]([OH:17])([CH3:16])[CH3:15])[CH2:10][CH2:9]1. The catalyst class is: 62. (3) Reactant: [H-].[Na+].[NH2:3][C:4]1[O:8][N:7]=[C:6]([CH3:9])[C:5]=1[Cl:10].[C:11]1([C:21]2[CH:26]=[CH:25][CH:24]=[CH:23][CH:22]=2)[CH:16]=[CH:15][C:14]([S:17](Cl)(=[O:19])=[O:18])=[CH:13][CH:12]=1.CO. Product: [Cl:10][C:5]1[C:6]([CH3:9])=[N:7][O:8][C:4]=1[NH:3][S:17]([C:14]1[CH:13]=[CH:12][C:11]([C:21]2[CH:26]=[CH:25][CH:24]=[CH:23][CH:22]=2)=[CH:16][CH:15]=1)(=[O:19])=[O:18]. The catalyst class is: 20. (4) Reactant: Cl[C:2]1[CH:7]=[C:6]([C:8]2[C:13]([F:14])=[CH:12][CH:11]=[CH:10][C:9]=2[F:15])[N:5]=[CH:4][N:3]=1.[CH2:16]([OH:20])[C:17]#[C:18][CH3:19].[H-].[Na+].O. Product: [F:15][C:9]1[CH:10]=[CH:11][CH:12]=[C:13]([F:14])[C:8]=1[C:6]1[CH:7]=[C:2]([O:20][CH2:16][C:17]#[C:18][CH3:19])[N:3]=[CH:4][N:5]=1. The catalyst class is: 9. (5) Reactant: CC(C)([O-])C.[K+].[C:7]([O:13][CH2:14][CH2:15][CH2:16][CH3:17])(=[O:12])[CH2:8][C:9]([CH3:11])=[O:10].[C:18](Cl)(=[O:22])[CH:19]([CH3:21])[CH3:20].Cl. Product: [CH3:20][CH:19]([CH3:21])[C:18](=[O:22])[CH:8]([C:9](=[O:10])[CH3:11])[C:7]([O:13][CH2:14][CH2:15][CH2:16][CH3:17])=[O:12]. The catalyst class is: 280. (6) Reactant: [F:1][C:2]1[CH:7]=[C:6]([F:8])[CH:5]=[CH:4][C:3]=1/[CH:9]=[CH:10]/[C:11]1[N:16]=[CH:15][C:14]([S:17]([C:20]2[CH:21]=[C:22]([CH:25]=[CH:26][CH:27]=2)[CH:23]=O)(=[O:19])=[O:18])=[CH:13][CH:12]=1.[NH:28]1[CH2:33][CH2:32][O:31][CH2:30][CH2:29]1.C([BH3-])#N.[Na+].[OH-].[Na+]. Product: [F:1][C:2]1[CH:7]=[C:6]([F:8])[CH:5]=[CH:4][C:3]=1/[CH:9]=[CH:10]/[C:11]1[CH:12]=[CH:13][C:14]([S:17]([C:20]2[CH:27]=[CH:26][CH:25]=[C:22]([CH2:23][N:28]3[CH2:33][CH2:32][O:31][CH2:30][CH2:29]3)[CH:21]=2)(=[O:19])=[O:18])=[CH:15][N:16]=1. The catalyst class is: 130. (7) Reactant: [C:1]([O:5][C:6]([N:8]1[CH2:11][CH:10](/[CH:12]=[N:13]/[S:14]([C:16]([CH3:19])([CH3:18])[CH3:17])=[O:15])[CH2:9]1)=[O:7])([CH3:4])([CH3:3])[CH3:2].[CH3:20][Mg]Br. Product: [C:1]([O:5][C:6]([N:8]1[CH2:11][CH:10]([CH:12]([NH:13][S:14]([C:16]([CH3:19])([CH3:18])[CH3:17])=[O:15])[CH3:20])[CH2:9]1)=[O:7])([CH3:4])([CH3:2])[CH3:3]. The catalyst class is: 2. (8) Reactant: [CH3:1][C:2]1[CH:11]=[CH:10][C:9]2[O:8][CH2:7][C:6]3[CH:12]=[C:13]([C:15]([OH:17])=O)[S:14][C:5]=3[C:4]=2[CH:3]=1.[CH3:18][NH:19][C:20]1[CH:25]=[CH:24][C:23]([F:26])=[CH:22][C:21]=1[F:27].C(N(CC)CC)C. Product: [F:27][C:21]1[CH:22]=[C:23]([F:26])[CH:24]=[CH:25][C:20]=1[N:19]([CH3:18])[C:15]([C:13]1[S:14][C:5]2[C:4]3[CH:3]=[C:2]([CH3:1])[CH:11]=[CH:10][C:9]=3[O:8][CH2:7][C:6]=2[CH:12]=1)=[O:17]. The catalyst class is: 154.